From a dataset of Full USPTO retrosynthesis dataset with 1.9M reactions from patents (1976-2016). Predict the reactants needed to synthesize the given product. (1) Given the product [Br:1][C:2]1[CH:7]=[CH:6][N:5]2[N:8]=[C:9]([C:15]3[CH:16]=[CH:17][C:18]([O:21][CH3:22])=[CH:19][CH:20]=3)[C:10](/[CH:11]=[CH:12]/[CH2:13][N:23]3[CH2:28][CH2:27][CH2:26][CH2:25][CH2:24]3)=[C:4]2[CH:3]=1, predict the reactants needed to synthesize it. The reactants are: [Br:1][C:2]1[CH:7]=[CH:6][N:5]2[N:8]=[C:9]([C:15]3[CH:20]=[CH:19][C:18]([O:21][CH3:22])=[CH:17][CH:16]=3)[C:10](/[CH:11]=[CH:12]/[CH:13]=O)=[C:4]2[CH:3]=1.[NH:23]1[CH2:28][CH2:27][CH2:26][CH2:25][CH2:24]1.C(O[BH-](OC(=O)C)OC(=O)C)(=O)C.[Na+].[Cl-].[NH4+]. (2) Given the product [Cl:21][CH2:20][CH2:19][CH2:18][CH2:17][CH2:16][N:10]1[C@@H:9]([C:4]2[CH:5]=[CH:6][C:7]([F:8])=[C:2]([F:1])[CH:3]=2)[CH2:13][O:12][C:11]1=[O:14], predict the reactants needed to synthesize it. The reactants are: [F:1][C:2]1[CH:3]=[C:4]([C@H:9]2[CH2:13][O:12][C:11](=[O:14])[NH:10]2)[CH:5]=[CH:6][C:7]=1[F:8].Br[CH2:16][CH2:17][CH2:18][CH2:19][CH2:20][Cl:21]. (3) Given the product [CH3:14][C:5]([CH3:15])([CH2:4][CH2:3][CH2:2][N:20]1[C:19](=[O:21])[C:18]2=[CH:22][CH:23]=[CH:24][CH:25]=[C:17]2[C:16]1=[O:26])[CH2:6][O:7][CH:8]1[CH2:13][CH2:12][CH2:11][CH2:10][O:9]1, predict the reactants needed to synthesize it. The reactants are: Br[CH2:2][CH2:3][CH2:4][C:5]([CH3:15])([CH3:14])[CH2:6][O:7][CH:8]1[CH2:13][CH2:12][CH2:11][CH2:10][O:9]1.[C:16]1(=[O:26])[NH:20][C:19](=[O:21])[C:18]2=[CH:22][CH:23]=[CH:24][CH:25]=[C:17]12.[K]. (4) Given the product [CH3:1][N:2]1[C:6]2[CH:7]=[CH:8][C:9]([N:11]3[CH:16]=[C:15]([C:17]#[N:18])[C:14](=[O:19])[N:13]([C@H:28]4[C:29]5[C:25](=[C:24]([C:23]([F:22])([F:34])[F:35])[CH:32]=[CH:31][CH:30]=5)[CH2:26][CH2:27]4)[C:12]3=[O:20])=[CH:10][C:5]=2[O:4][C:3]1=[O:21], predict the reactants needed to synthesize it. The reactants are: [CH3:1][N:2]1[C:6]2[CH:7]=[CH:8][C:9]([N:11]3[CH:16]=[C:15]([C:17]#[N:18])[C:14](=[O:19])[NH:13][C:12]3=[O:20])=[CH:10][C:5]=2[O:4][C:3]1=[O:21].[F:22][C:23]([F:35])([F:34])[C:24]1[CH:32]=[CH:31][CH:30]=[C:29]2[C:25]=1[CH2:26][CH2:27][C@@H:28]2O.C1(P(C2C=CC=CC=2)C2C=CC=CC=2)C=CC=CC=1.N(C(OC(C)C)=O)=NC(OC(C)C)=O.Cl. (5) Given the product [F:1][C:2]1[CH:7]=[CH:6][C:5]([F:8])=[CH:4][C:3]=1[C@H:9]1[CH2:13][CH2:12][CH2:11][N:10]1[C:14]1[CH:19]=[CH:18][N:17]2[N:20]=[CH:21][C:22]([C:23]3[S:27][C:26]([NH:28][C:9](=[O:30])[C:3]4[CH:4]=[CH:5][CH:6]=[CH:7][CH:2]=4)=[N:25][N:24]=3)=[C:16]2[N:15]=1, predict the reactants needed to synthesize it. The reactants are: [F:1][C:2]1[CH:7]=[CH:6][C:5]([F:8])=[CH:4][C:3]=1[C@H:9]1[CH2:13][CH2:12][CH2:11][N:10]1[C:14]1[CH:19]=[CH:18][N:17]2[N:20]=[CH:21][C:22]([C:23]3[S:27][C:26]([NH2:28])=[N:25][N:24]=3)=[C:16]2[N:15]=1.[Cl-].[OH2:30]. (6) The reactants are: [Cl:1][C:2]1[CH:7]=[C:6]([F:8])[CH:5]=[CH:4][C:3]=1[CH:9]1[CH2:13][CH2:12][N:11]([CH2:14][C:15]([OH:17])=O)[C:10]1=[O:18].FC1C=CC(C2(C3C=CC(F)=CC=3)CCCN(CC(O)=O)C2=O)=CC=1.[F:44][C:45]([F:56])([F:55])[C:46]1[CH:47]=[C:48]2[C:52](=[CH:53][CH:54]=1)[CH2:51][NH:50][CH2:49]2.C1(C2(C3C=CC=CC=3)CCNC2)C=CC=CC=1. Given the product [Cl:1][C:2]1[CH:7]=[C:6]([F:8])[CH:5]=[CH:4][C:3]=1[CH:9]1[CH2:13][CH2:12][N:11]([CH2:14][C:15](=[O:17])[N:50]2[CH2:49][C:48]3[C:52](=[CH:53][CH:54]=[C:46]([C:45]([F:44])([F:56])[F:55])[CH:47]=3)[CH2:51]2)[C:10]1=[O:18], predict the reactants needed to synthesize it. (7) Given the product [CH3:7][C:8]1[CH:9]=[C:10]2[C:14](=[CH:15][CH:16]=1)[NH:13][CH:12]=[C:11]2[CH:17]1[CH2:21][CH2:20][NH:19][CH2:18]1, predict the reactants needed to synthesize it. The reactants are: [H-].[Al+3].[Li+].[H-].[H-].[H-].[CH3:7][C:8]1[CH:9]=[C:10]2[C:14](=[CH:15][CH:16]=1)[NH:13][CH:12]=[C:11]2[CH:17]1[CH2:21][C:20](=O)[NH:19][C:18]1=O.